From a dataset of Full USPTO retrosynthesis dataset with 1.9M reactions from patents (1976-2016). Predict the reactants needed to synthesize the given product. Given the product [CH2:9]([N:6]1[CH2:5][C@H:4]([CH3:8])[NH:3][C@H:2]([CH3:1])[CH2:7]1)[C:10]1[CH:15]=[CH:14][CH:13]=[CH:12][CH:11]=1, predict the reactants needed to synthesize it. The reactants are: [CH3:1][C@H:2]1[CH2:7][NH:6][CH2:5][C@@H:4]([CH3:8])[NH:3]1.[CH2:9](Br)[C:10]1[CH:15]=[CH:14][CH:13]=[CH:12][CH:11]=1.